This data is from Forward reaction prediction with 1.9M reactions from USPTO patents (1976-2016). The task is: Predict the product of the given reaction. (1) Given the reactants [CH:1]12[CH2:9][CH:5]([CH2:6][NH:7][CH2:8]1)[CH2:4][N:3]([CH2:10][CH:11]([OH:22])[CH2:12][O:13][C:14]1[CH:21]=[CH:20][C:17]([C:18]#[N:19])=[CH:16][CH:15]=1)[CH2:2]2.Cl[CH2:24][C:25](=[O:30])[C:26]([CH3:29])([CH3:28])[CH3:27].C([O-])([O-])=O.[K+].[K+], predict the reaction product. The product is: [CH3:27][C:26]([CH3:29])([CH3:28])[C:25](=[O:30])[CH2:24][N:7]1[CH2:6][CH:5]2[CH2:9][CH:1]([CH2:2][N:3]([CH2:10][CH:11]([OH:22])[CH2:12][O:13][C:14]3[CH:15]=[CH:16][C:17]([C:18]#[N:19])=[CH:20][CH:21]=3)[CH2:4]2)[CH2:8]1. (2) Given the reactants C[O:2][C:3]1[C:8]([C@@:9]2([CH3:15])[CH2:13][CH2:12][NH:11][C:10]2=[O:14])=[CH:7][CH:6]=[C:5]([C:16]2[CH:17]=[C:18]3[C:22](=[CH:23][CH:24]=2)[N:21]([CH3:25])[CH:20]=[CH:19]3)[N:4]=1.C([S-])CC.[Na+].CN(C=O)C, predict the reaction product. The product is: [CH3:25][N:21]1[C:22]2[C:18](=[CH:17][C:16]([C:5]3[NH:4][C:3](=[O:2])[C:8]([C@@:9]4([CH3:15])[CH2:13][CH2:12][NH:11][C:10]4=[O:14])=[CH:7][CH:6]=3)=[CH:24][CH:23]=2)[CH:19]=[CH:20]1.